From a dataset of Catalyst prediction with 721,799 reactions and 888 catalyst types from USPTO. Predict which catalyst facilitates the given reaction. (1) Reactant: [Cl:1][C:2]1[CH:7]=[CH:6][CH:5]=[CH:4][C:3]=1[C:8]1[C:9]([CH2:27][C:28](=[O:37])[NH:29][C:30](=[NH:36])[N:31]2[CH:35]=[CH:34][CH:33]=N2)=[C:10]([C:13]2[CH:26]=[CH:25][C:16]([C:17]([NH:19][CH:20]([CH2:23][CH3:24])[CH2:21][CH3:22])=[O:18])=[CH:15][CH:14]=2)[S:11][CH:12]=1.NCCC[OH:42].C(N(C(C)C)CC)(C)C. Product: [Cl:1][C:2]1[CH:7]=[CH:6][CH:5]=[CH:4][C:3]=1[C:8]1[C:9]([CH2:27][C:28]([NH:29][C:30]([NH:31][CH2:35][CH2:34][CH2:33][OH:42])=[NH:36])=[O:37])=[C:10]([C:13]2[CH:14]=[CH:15][C:16]([C:17]([NH:19][CH:20]([CH2:21][CH3:22])[CH2:23][CH3:24])=[O:18])=[CH:25][CH:26]=2)[S:11][CH:12]=1. The catalyst class is: 2. (2) Reactant: C[Si](C)(C)[N-][Si](C)(C)C.[Li+].[I-].C1([P+](C2C=CC=CC=2)(C2C=CC=CC=2)[CH2:19][CH:20]2[CH2:25][CH2:24][O:23][CH2:22][CH2:21]2)C=CC=CC=1.[Cl:38][C:39]1[CH:40]=[CH:41][C:42]([CH:47]=O)=[N:43][C:44]=1[O:45][CH3:46].O. Product: [Cl:38][C:39]1[C:44]([O:45][CH3:46])=[N:43][C:42](/[CH:47]=[CH:19]\[CH:20]2[CH2:21][CH2:22][O:23][CH2:24][CH2:25]2)=[CH:41][CH:40]=1. The catalyst class is: 7. (3) Reactant: [Br:1][C:2]1[S:3][CH:4]=[C:5]([CH2:7][NH:8][C:9]2[CH:14]=[CH:13][C:12]([F:15])=[CH:11][CH:10]=2)[N:6]=1.[CH3:16][C:17]([CH3:22])([CH3:21])[C:18](Cl)=[O:19].C(N(C(C)C)CC)(C)C. Product: [Br:1][C:2]1[S:3][CH:4]=[C:5]([CH2:7][N:8]([C:9]2[CH:14]=[CH:13][C:12]([F:15])=[CH:11][CH:10]=2)[C:18](=[O:19])[C:17]([CH3:22])([CH3:21])[CH3:16])[N:6]=1. The catalyst class is: 7. (4) Reactant: [F:1][C:2]([F:16])([F:15])[C:3]1[CH:4]=[C:5]([CH:8]=[C:9]([C:11]([F:14])([F:13])[F:12])[CH:10]=1)[CH2:6][NH2:7].[C:17](=N)([C:24]1[CH:29]=[CH:28][CH:27]=[CH:26][CH:25]=1)[C:18]1[CH:23]=[CH:22][CH:21]=[CH:20][CH:19]=1. Product: [C:17](=[N:7][CH2:6][C:5]1[CH:4]=[C:3]([C:2]([F:15])([F:16])[F:1])[CH:10]=[C:9]([C:11]([F:14])([F:12])[F:13])[CH:8]=1)([C:18]1[CH:23]=[CH:22][CH:21]=[CH:20][CH:19]=1)[C:24]1[CH:29]=[CH:28][CH:27]=[CH:26][CH:25]=1. The catalyst class is: 740. (5) Reactant: [Cl:1][C:2]1[CH:7]=[CH:6][C:5]([CH:8]([NH2:11])[CH2:9][CH3:10])=[C:4]([F:12])[CH:3]=1.C(O)C.N[C@H](C(O)=O)CC(O)=O. Product: [Cl:1][C:2]1[CH:7]=[CH:6][C:5]([C@H:8]([NH2:11])[CH2:9][CH3:10])=[C:4]([F:12])[CH:3]=1. The catalyst class is: 6. (6) Reactant: Br[C:2]1[CH:3]=[C:4]2[C:8](=[CH:9][CH:10]=1)[NH:7][N:6]=[CH:5]2.[B:11]1([B:11]2[O:15][C:14]([CH3:17])([CH3:16])[C:13]([CH3:19])([CH3:18])[O:12]2)[O:15][C:14]([CH3:17])([CH3:16])[C:13]([CH3:19])([CH3:18])[O:12]1.C([O-])(=O)C.[K+]. Product: [NH:7]1[C:8]2[C:4](=[CH:3][C:2]([B:11]3[O:15][C:14]([CH3:17])([CH3:16])[C:13]([CH3:19])([CH3:18])[O:12]3)=[CH:10][CH:9]=2)[CH:5]=[N:6]1. The catalyst class is: 12. (7) The catalyst class is: 5. Reactant: [CH3:1][CH:2]([C:14]1[CH:19]=[CH:18][C:17]([CH2:20][O:21][CH2:22][CH2:23][O:24][CH2:25][CH2:26][O:27][CH2:28][CH2:29][O:30][CH2:31][CH2:32][O:33]C2CCCCO2)=[CH:16][CH:15]=1)[CH2:3][CH2:4][CH2:5][CH2:6][CH2:7][CH2:8][CH2:9][CH2:10][CH2:11][CH2:12][CH3:13].CC1C=CC(S(O)(=O)=O)=CC=1.O. Product: [CH3:1][CH:2]([C:14]1[CH:15]=[CH:16][C:17]([CH2:20][O:21][CH2:22][CH2:23][O:24][CH2:25][CH2:26][O:27][CH2:28][CH2:29][O:30][CH2:31][CH2:32][OH:33])=[CH:18][CH:19]=1)[CH2:3][CH2:4][CH2:5][CH2:6][CH2:7][CH2:8][CH2:9][CH2:10][CH2:11][CH2:12][CH3:13]. (8) Reactant: [Cl:1][C:2]1[C:3]([CH3:52])=[C:4]([C:18]2[C:26]3[C:25]([O:27][C@H:28]([CH2:34][C:35]4[CH:40]=[CH:39][CH:38]=[CH:37][C:36]=4[OH:41])[C:29]([O:31][CH2:32][CH3:33])=[O:30])=[N:24][CH:23]=[N:22][C:21]=3[S:20][C:19]=2[C:42]2[CH:47]=[CH:46][C:45]([F:48])=[C:44]([CH2:49][O:50][CH3:51])[CH:43]=2)[CH:5]=[CH:6][C:7]=1[O:8][CH2:9][CH2:10][N:11]1[CH2:16][CH2:15][N:14]([CH3:17])[CH2:13][CH2:12]1.[CH3:53][O:54][C:55]1[N:60]=[C:59]([CH2:61]O)[CH:58]=[CH:57][N:56]=1.C1C=CC(P(C2C=CC=CC=2)C2C=CC=CC=2)=CC=1.N(C(OC(C)(C)C)=O)=NC(OC(C)(C)C)=O. Product: [Cl:1][C:2]1[C:3]([CH3:52])=[C:4]([C:18]2[C:26]3[C:25]([O:27][C@H:28]([CH2:34][C:35]4[CH:40]=[CH:39][CH:38]=[CH:37][C:36]=4[O:41][CH2:61][C:59]4[CH:58]=[CH:57][N:56]=[C:55]([O:54][CH3:53])[N:60]=4)[C:29]([O:31][CH2:32][CH3:33])=[O:30])=[N:24][CH:23]=[N:22][C:21]=3[S:20][C:19]=2[C:42]2[CH:47]=[CH:46][C:45]([F:48])=[C:44]([CH2:49][O:50][CH3:51])[CH:43]=2)[CH:5]=[CH:6][C:7]=1[O:8][CH2:9][CH2:10][N:11]1[CH2:16][CH2:15][N:14]([CH3:17])[CH2:13][CH2:12]1. The catalyst class is: 11. (9) Reactant: [CH3:1][N:2]1[C:10]2[C:5](=[CH:6][C:7](B3OC(C)(C)C(C)(C)O3)=[CH:8][CH:9]=2)[CH2:4][C:3]1=[O:20].[Br:21][C:22]1[CH:23]=[N:24][CH:25]=[C:26](Br)[CH:27]=1.COCCOC.C(=O)([O-])[O-].[Na+].[Na+]. Product: [Br:21][C:22]1[CH:27]=[C:26]([C:7]2[CH:6]=[C:5]3[C:10](=[CH:9][CH:8]=2)[N:2]([CH3:1])[C:3](=[O:20])[CH2:4]3)[CH:25]=[N:24][CH:23]=1. The catalyst class is: 668.